Dataset: Forward reaction prediction with 1.9M reactions from USPTO patents (1976-2016). Task: Predict the product of the given reaction. (1) Given the reactants Br[C:2]1[CH:3]=[C:4]2[C:8](=[CH:9][CH:10]=1)[NH:7][CH:6]=[C:5]2[CH2:11][C:12]([OH:14])=[O:13].C([Li])(C)(C)C.[B:20](OC(C)C)([O:25]C(C)C)[O:21]C(C)C, predict the reaction product. The product is: [C:12]([CH2:11][C:5]1[C:4]2[C:8](=[CH:9][CH:10]=[C:2]([B:20]([OH:25])[OH:21])[CH:3]=2)[NH:7][CH:6]=1)([OH:14])=[O:13]. (2) Given the reactants [NH:1]1[C:5]2[CH:6]=[CH:7][CH:8]=[CH:9][C:4]=2[N:3]=[C:2]1[CH2:10][N:11]1[C@H:24]2[C@@H:15]([CH2:16][CH2:17][C:18]3[C:23]2=[N:22][CH:21]=[CH:20][CH:19]=3)[CH2:14][CH2:13][CH2:12]1.C(=O)([O-])[O-].[K+].[K+].Br[CH2:32][CH2:33][CH2:34][CH2:35][C:36]#[N:37].[I-].[K+], predict the reaction product. The product is: [N:11]1([CH2:10][C:2]2[N:3]([CH2:32][CH2:33][CH2:34][CH2:35][C:36]#[N:37])[C:4]3[CH:9]=[CH:8][CH:7]=[CH:6][C:5]=3[N:1]=2)[C@H:24]2[C@@H:15]([CH2:16][CH2:17][C:18]3[C:23]2=[N:22][CH:21]=[CH:20][CH:19]=3)[CH2:14][CH2:13][CH2:12]1.